Predict the reactants needed to synthesize the given product. From a dataset of Full USPTO retrosynthesis dataset with 1.9M reactions from patents (1976-2016). (1) Given the product [F:1][C:2]1[CH:7]=[CH:6][C:5]([CH:8]([OH:30])[CH:9]([CH2:15][C:16]2[CH:21]=[CH:20][CH:19]=[C:18]([O:22][CH2:23][C:24]([F:29])([F:28])[CH:25]([F:27])[F:26])[CH:17]=2)[C:10]([OH:12])=[O:11])=[CH:4][CH:3]=1, predict the reactants needed to synthesize it. The reactants are: [F:1][C:2]1[CH:7]=[CH:6][C:5]([CH:8]([OH:30])[CH:9]([CH2:15][C:16]2[CH:21]=[CH:20][CH:19]=[C:18]([O:22][CH2:23][C:24]([F:29])([F:28])[CH:25]([F:27])[F:26])[CH:17]=2)[C:10]([O:12]CC)=[O:11])=[CH:4][CH:3]=1.[OH-].[Na+].Cl. (2) Given the product [F:1][C:2]1[C:10]([CH:11]=[CH2:12])=[N:9][CH:8]=[CH:7][C:3]=1[C:4]([O:6][CH3:13])=[O:5], predict the reactants needed to synthesize it. The reactants are: [F:1][C:2]1[C:10]([CH:11]=[CH2:12])=[N:9][CH:8]=[CH:7][C:3]=1[C:4]([OH:6])=[O:5].[CH3:13][Si](C=[N+]=[N-])(C)C.CCOCC.C(O)(=O)C. (3) Given the product [CH3:13][C:12]1[C:7]([NH:23][C@H:24]2[CH2:29][CH2:28][C@H:27]([OH:30])[CH2:26][CH2:25]2)=[N:8][C:9]([NH:15][CH2:16][C:17]2[CH:22]=[CH:21][CH:20]=[CH:19][N:18]=2)=[N:10][C:11]=1[CH3:14], predict the reactants needed to synthesize it. The reactants are: C1(N[C:7]2[C:12]([CH3:13])=[C:11]([CH3:14])[N:10]=[C:9]([NH:15][CH2:16][C:17]3[CH:22]=[CH:21][CH:20]=[CH:19][N:18]=3)[N:8]=2)CCCC1.[NH2:23][C@H:24]1[CH2:29][CH2:28][C@H:27]([OH:30])[CH2:26][CH2:25]1. (4) Given the product [ClH:1].[Cl:1][C:2]1[CH:3]=[CH:4][C:5]([C:8]([N:10]([C@@H:11]2[CH2:16][CH2:15][NH:14][CH2:13][C@H:12]2[C:24]2[CH:29]=[CH:28][C:27]([Cl:30])=[C:26]([Cl:31])[CH:25]=2)[CH3:32])=[O:9])=[CH:6][CH:7]=1, predict the reactants needed to synthesize it. The reactants are: [Cl:1][C:2]1[CH:7]=[CH:6][C:5]([C:8]([N:10]([CH3:32])[C@@H:11]2[CH2:16][CH2:15][N:14](C(OC(C)(C)C)=O)[CH2:13][C@H:12]2[C:24]2[CH:29]=[CH:28][C:27]([Cl:30])=[C:26]([Cl:31])[CH:25]=2)=[O:9])=[CH:4][CH:3]=1.Cl.C(OCC)(=O)C. (5) Given the product [F:27][C:24]1[CH:25]=[CH:26][C:21]([CH2:20][CH2:19][S:18][CH:6]([CH2:7][C:8]2[CH:9]=[CH:10][C:11]([CH2:14][CH2:15][CH2:16][O:44][C:43](=[O:45])[CH2:42][C:39]3[CH:38]=[CH:37][C:36]([O:35][S:32]([CH3:31])(=[O:34])=[O:33])=[CH:41][CH:40]=3)=[CH:12][CH:13]=2)[C:5]([OH:28])=[O:4])=[CH:22][CH:23]=1, predict the reactants needed to synthesize it. The reactants are: ClC(Cl)(Cl)C[O:4][C:5](=[O:28])[CH:6]([S:18][CH2:19][CH2:20][C:21]1[CH:26]=[CH:25][C:24]([F:27])=[CH:23][CH:22]=1)[CH2:7][C:8]1[CH:13]=[CH:12][C:11]([CH2:14][CH2:15][CH2:16]O)=[CH:10][CH:9]=1.[CH3:31][S:32]([O:35][C:36]1[CH:41]=[CH:40][C:39]([CH2:42][C:43]([OH:45])=[O:44])=[CH:38][CH:37]=1)(=[O:34])=[O:33]. (6) Given the product [CH:5]([C:4]1[C:3]([O:2][CH3:1])=[C:10]([CH:9]=[CH:8][CH:7]=1)[O:11][CH2:55][C:54]1[CH:72]=[CH:71][C:70]([C:74]([N:33]([CH2:34][C:35]2[CH:36]=[CH:37][C:38]([O:41][CH3:42])=[CH:39][CH:40]=2)[CH2:43][C:44]2[CH:45]=[CH:46][C:47]([O:50][CH3:51])=[CH:48][CH:49]=2)=[O:73])=[CH:52][CH:53]=1)=[O:6], predict the reactants needed to synthesize it. The reactants are: [CH3:1][O:2][C:3]1[C:10]([O:11][Si](C(C)C)(C(C)C)C(C)C)=[CH:9][CH:8]=[CH:7][C:4]=1[CH:5]=[O:6].BrCC1C=CC(S([N:33]([CH2:43][C:44]2[CH:49]=[CH:48][C:47]([O:50][CH3:51])=[CH:46][CH:45]=2)[CH2:34][C:35]2[CH:40]=[CH:39][C:38]([O:41][CH3:42])=[CH:37][CH:36]=2)(=O)=O)=CC=1.[CH3:52][CH2:53][CH2:54][CH2:55][N+]([CH2:52][CH2:53][CH2:54][CH3:55])([CH2:52][CH2:53][CH2:54][CH3:55])[CH2:52][CH2:53][CH2:54][CH3:55].[F-].[CH2:70]1[CH2:74][O:73][CH2:72][CH2:71]1.